This data is from Merck oncology drug combination screen with 23,052 pairs across 39 cell lines. The task is: Regression. Given two drug SMILES strings and cell line genomic features, predict the synergy score measuring deviation from expected non-interaction effect. (1) Drug 1: NC1(c2ccc(-c3nc4ccn5c(=O)[nH]nc5c4cc3-c3ccccc3)cc2)CCC1. Drug 2: CCc1c2c(nc3ccc(O)cc13)-c1cc3c(c(=O)n1C2)COC(=O)C3(O)CC. Cell line: LNCAP. Synergy scores: synergy=8.56. (2) Drug 1: CN1C(=O)C=CC2(C)C3CCC4(C)C(NC(=O)OCC(F)(F)F)CCC4C3CCC12. Drug 2: Cn1c(=O)n(-c2ccc(C(C)(C)C#N)cc2)c2c3cc(-c4cnc5ccccc5c4)ccc3ncc21. Cell line: SW620. Synergy scores: synergy=16.3. (3) Drug 2: CC(C)CC(NC(=O)C(Cc1ccccc1)NC(=O)c1cnccn1)B(O)O. Drug 1: O=C(CCCCCCC(=O)Nc1ccccc1)NO. Cell line: MSTO. Synergy scores: synergy=74.2. (4) Drug 1: Nc1ccn(C2OC(CO)C(O)C2(F)F)c(=O)n1. Drug 2: NC(=O)c1cccc2cn(-c3ccc(C4CCCNC4)cc3)nc12. Cell line: COLO320DM. Synergy scores: synergy=0.320. (5) Synergy scores: synergy=35.9. Drug 2: NC1(c2ccc(-c3nc4ccn5c(=O)[nH]nc5c4cc3-c3ccccc3)cc2)CCC1. Drug 1: O=S1(=O)NC2(CN1CC(F)(F)F)C1CCC2Cc2cc(C=CCN3CCC(C(F)(F)F)CC3)ccc2C1. Cell line: SKOV3. (6) Drug 1: Nc1ccn(C2OC(CO)C(O)C2(F)F)c(=O)n1. Drug 2: NC(=O)c1cccc2cn(-c3ccc(C4CCCNC4)cc3)nc12. Cell line: NCIH23. Synergy scores: synergy=-9.86. (7) Drug 1: CS(=O)(=O)CCNCc1ccc(-c2ccc3ncnc(Nc4ccc(OCc5cccc(F)c5)c(Cl)c4)c3c2)o1. Drug 2: CC1(c2nc3c(C(N)=O)cccc3[nH]2)CCCN1. Cell line: SKMEL30. Synergy scores: synergy=-9.09. (8) Synergy scores: synergy=-9.62. Drug 1: O=S1(=O)NC2(CN1CC(F)(F)F)C1CCC2Cc2cc(C=CCN3CCC(C(F)(F)F)CC3)ccc2C1. Drug 2: CS(=O)(=O)CCNCc1ccc(-c2ccc3ncnc(Nc4ccc(OCc5cccc(F)c5)c(Cl)c4)c3c2)o1. Cell line: EFM192B. (9) Drug 1: CS(=O)(=O)CCNCc1ccc(-c2ccc3ncnc(Nc4ccc(OCc5cccc(F)c5)c(Cl)c4)c3c2)o1. Drug 2: Cn1cc(-c2cnn3c(N)c(Br)c(C4CCCNC4)nc23)cn1. Cell line: HT29. Synergy scores: synergy=13.3. (10) Drug 1: CS(=O)(=O)CCNCc1ccc(-c2ccc3ncnc(Nc4ccc(OCc5cccc(F)c5)c(Cl)c4)c3c2)o1. Drug 2: CCC1(O)C(=O)OCc2c1cc1n(c2=O)Cc2cc3c(CN(C)C)c(O)ccc3nc2-1. Cell line: MSTO. Synergy scores: synergy=4.23.